The task is: Predict the reactants needed to synthesize the given product.. This data is from Full USPTO retrosynthesis dataset with 1.9M reactions from patents (1976-2016). (1) Given the product [CH:18]([N:15]1[CH2:16][CH2:17][C:11]2[C:10]([N:20]3[CH2:25][CH2:24][O:23][CH2:22][C@@H:21]3[CH3:26])=[N:9][C:8]([C:5]3[CH:4]=[CH:3][C:2]([NH:1][C:28]([NH:47][CH2:46][CH2:44][OH:45])=[O:27])=[CH:7][CH:6]=3)=[N:13][C:12]=2[CH2:14]1)=[O:19], predict the reactants needed to synthesize it. The reactants are: [NH2:1][C:2]1[CH:7]=[CH:6][C:5]([C:8]2[N:9]=[C:10]([N:20]3[CH2:25][CH2:24][O:23][CH2:22][C@@H:21]3[CH3:26])[C:11]3[CH2:17][CH2:16][N:15]([CH:18]=[O:19])[CH2:14][C:12]=3[N:13]=2)=[CH:4][CH:3]=1.[O:27]1CCOC[CH2:28]1.C(N(CC)CC)C.C(Cl)(Cl)=O.[CH2:44]([CH2:46][NH2:47])[OH:45]. (2) Given the product [Cl:1][C:2]1[C:10]([C:11]([OH:13])=[O:12])=[CH:9][CH:8]=[C:7]2[C:3]=1/[C:4](=[N:28]/[NH:27][C:25](=[O:26])[CH2:24][C:19]1[CH:20]=[CH:21][C:22](=[O:23])[N:17]([CH3:16])[CH:18]=1)/[C:5](=[O:14])[NH:6]2, predict the reactants needed to synthesize it. The reactants are: [Cl:1][C:2]1[C:10]([C:11]([OH:13])=[O:12])=[CH:9][CH:8]=[C:7]2[C:3]=1[C:4](=O)[C:5](=[O:14])[NH:6]2.[CH3:16][N:17]1[C:22](=[O:23])[CH:21]=[CH:20][C:19]([CH2:24][C:25]([NH:27][NH2:28])=[O:26])=[CH:18]1. (3) Given the product [CH2:1]([C:3]1[CH:8]=[CH:7][C:6]([C:9]2[CH:10]=[CH:11][C:12]([CH2:21][NH:23][CH2:24][CH2:25][CH2:26][CH2:27][P:28](=[O:29])([OH:31])[OH:30])=[N:13][C:14]=2[C:15]2[CH:20]=[CH:19][CH:18]=[CH:17][CH:16]=2)=[CH:5][CH:4]=1)[CH3:2], predict the reactants needed to synthesize it. The reactants are: [CH2:1]([C:3]1[CH:8]=[CH:7][C:6]([C:9]2[CH:10]=[CH:11][C:12]([CH:21]=O)=[N:13][C:14]=2[C:15]2[CH:20]=[CH:19][CH:18]=[CH:17][CH:16]=2)=[CH:5][CH:4]=1)[CH3:2].[NH2:23][CH2:24][CH2:25][CH2:26][CH2:27][P:28](=[O:31])([OH:30])[OH:29].[BH3-]C#N.[Na+].